Dataset: M1 muscarinic receptor antagonist screen with 61,756 compounds. Task: Binary Classification. Given a drug SMILES string, predict its activity (active/inactive) in a high-throughput screening assay against a specified biological target. (1) The compound is FC(F)(C1n2[nH]c(cc2=NC(C1)C)C(O)=O)C(F)(F)F. The result is 0 (inactive). (2) The molecule is s1c(nn2c1nnc2C)c1cc(NC(=O)CC)c(cc1)C. The result is 0 (inactive). (3) The drug is O=C(NCCN(CCCC)CCCC)Cc1n(c2c(n(c(=O)[nH]c2=O)C)n1)C. The result is 0 (inactive). (4) The drug is OC1=C(C(N(CCc2ccccc2)C1=O)c1cc(OCC)c(O)cc1)C(=O)c1oc(cc1)C. The result is 0 (inactive).